From a dataset of Peptide-MHC class I binding affinity with 185,985 pairs from IEDB/IMGT. Regression. Given a peptide amino acid sequence and an MHC pseudo amino acid sequence, predict their binding affinity value. This is MHC class I binding data. (1) The peptide sequence is PLRNDGNRF. The MHC is HLA-A11:01 with pseudo-sequence HLA-A11:01. The binding affinity (normalized) is 0.0847. (2) The peptide sequence is FLNISWFYI. The MHC is HLA-A02:02 with pseudo-sequence HLA-A02:02. The binding affinity (normalized) is 1.00. (3) The peptide sequence is FLRDNLYHV. The MHC is HLA-C12:03 with pseudo-sequence HLA-C12:03. The binding affinity (normalized) is 0.689. (4) The MHC is HLA-A02:02 with pseudo-sequence HLA-A02:02. The binding affinity (normalized) is 0.394. The peptide sequence is CINGVCWSI. (5) The peptide sequence is AFVRFSTDK. The MHC is HLA-B07:02 with pseudo-sequence HLA-B07:02. The binding affinity (normalized) is 0.